Dataset: Reaction yield outcomes from USPTO patents with 853,638 reactions. Task: Predict the reaction yield, written as a fraction of the theoretical maximum amount of product (1.0 means a 100% yield; for example, 0.34 means a 34% yield). The product is [Cl:1][C:2]1[CH:3]=[C:4]([NH:9][C:10]2[C:19]3[C:14](=[CH:15][C:16]([O:21][CH3:22])=[C:17]([O:20][CH2:30][CH2:31][CH2:32][N:33]4[CH2:38][CH2:37][C:36]5=[N:39][O:40][C:41]([CH3:42])=[C:35]5[CH2:34]4)[CH:18]=3)[N:13]=[CH:12][N:11]=2)[CH:5]=[CH:6][C:7]=1[F:8]. The yield is 0.450. The reactants are [Cl:1][C:2]1[CH:3]=[C:4]([NH:9][C:10]2[C:19]3[C:14](=[CH:15][C:16]([O:21][CH3:22])=[C:17]([OH:20])[CH:18]=3)[N:13]=[CH:12][N:11]=2)[CH:5]=[CH:6][C:7]=1[F:8].C([O-])([O-])=O.[K+].[K+].Cl[CH2:30][CH2:31][CH2:32][N:33]1[CH2:38][CH2:37][C:36]2=[N:39][O:40][C:41]([CH3:42])=[C:35]2[CH2:34]1. The catalyst is CN(C=O)C.